Dataset: NCI-60 drug combinations with 297,098 pairs across 59 cell lines. Task: Regression. Given two drug SMILES strings and cell line genomic features, predict the synergy score measuring deviation from expected non-interaction effect. (1) Drug 1: CN1CCC(CC1)COC2=C(C=C3C(=C2)N=CN=C3NC4=C(C=C(C=C4)Br)F)OC. Drug 2: COCCOC1=C(C=C2C(=C1)C(=NC=N2)NC3=CC=CC(=C3)C#C)OCCOC.Cl. Cell line: 786-0. Synergy scores: CSS=7.17, Synergy_ZIP=-2.67, Synergy_Bliss=2.42, Synergy_Loewe=2.00, Synergy_HSA=3.59. (2) Drug 1: CC(C)(C#N)C1=CC(=CC(=C1)CN2C=NC=N2)C(C)(C)C#N. Drug 2: COC1=C2C(=CC3=C1OC=C3)C=CC(=O)O2. Cell line: HCC-2998. Synergy scores: CSS=10.1, Synergy_ZIP=-0.966, Synergy_Bliss=-10.6, Synergy_Loewe=3.82, Synergy_HSA=-7.09. (3) Drug 1: CC(CN1CC(=O)NC(=O)C1)N2CC(=O)NC(=O)C2. Drug 2: CC1=C(C=C(C=C1)NC(=O)C2=CC=C(C=C2)CN3CCN(CC3)C)NC4=NC=CC(=N4)C5=CN=CC=C5. Cell line: PC-3. Synergy scores: CSS=13.7, Synergy_ZIP=-4.42, Synergy_Bliss=-0.572, Synergy_Loewe=-2.51, Synergy_HSA=-1.85. (4) Drug 1: C(=O)(N)NO. Drug 2: COCCOC1=C(C=C2C(=C1)C(=NC=N2)NC3=CC=CC(=C3)C#C)OCCOC.Cl. Cell line: NCIH23. Synergy scores: CSS=4.59, Synergy_ZIP=-0.448, Synergy_Bliss=1.98, Synergy_Loewe=0.681, Synergy_HSA=1.51. (5) Drug 1: CC1=C(N=C(N=C1N)C(CC(=O)N)NCC(C(=O)N)N)C(=O)NC(C(C2=CN=CN2)OC3C(C(C(C(O3)CO)O)O)OC4C(C(C(C(O4)CO)O)OC(=O)N)O)C(=O)NC(C)C(C(C)C(=O)NC(C(C)O)C(=O)NCCC5=NC(=CS5)C6=NC(=CS6)C(=O)NCCC[S+](C)C)O. Drug 2: C1=NNC2=C1C(=O)NC=N2. Cell line: MDA-MB-231. Synergy scores: CSS=18.5, Synergy_ZIP=-7.71, Synergy_Bliss=-2.29, Synergy_Loewe=-17.7, Synergy_HSA=-2.49. (6) Drug 1: C1=C(C(=O)NC(=O)N1)F. Drug 2: C1=NC2=C(N=C(N=C2N1C3C(C(C(O3)CO)O)O)F)N. Cell line: RPMI-8226. Synergy scores: CSS=67.6, Synergy_ZIP=-10.0, Synergy_Bliss=-25.8, Synergy_Loewe=-27.2, Synergy_HSA=-25.0. (7) Drug 2: CC1C(C(CC(O1)OC2CC(OC(C2O)C)OC3=CC4=CC5=C(C(=O)C(C(C5)C(C(=O)C(C(C)O)O)OC)OC6CC(C(C(O6)C)O)OC7CC(C(C(O7)C)O)OC8CC(C(C(O8)C)O)(C)O)C(=C4C(=C3C)O)O)O)O. Cell line: SF-295. Drug 1: CC1=C(C(CCC1)(C)C)C=CC(=CC=CC(=CC(=O)O)C)C. Synergy scores: CSS=32.9, Synergy_ZIP=3.34, Synergy_Bliss=5.49, Synergy_Loewe=-32.5, Synergy_HSA=4.83. (8) Drug 1: CCC1=CC2CC(C3=C(CN(C2)C1)C4=CC=CC=C4N3)(C5=C(C=C6C(=C5)C78CCN9C7C(C=CC9)(C(C(C8N6C)(C(=O)OC)O)OC(=O)C)CC)OC)C(=O)OC.C(C(C(=O)O)O)(C(=O)O)O. Drug 2: COC1=CC(=CC(=C1O)OC)C2C3C(COC3=O)C(C4=CC5=C(C=C24)OCO5)OC6C(C(C7C(O6)COC(O7)C8=CC=CS8)O)O. Cell line: UO-31. Synergy scores: CSS=16.9, Synergy_ZIP=-6.50, Synergy_Bliss=-3.76, Synergy_Loewe=-0.247, Synergy_HSA=-0.217. (9) Drug 1: CC(C)(C#N)C1=CC(=CC(=C1)CN2C=NC=N2)C(C)(C)C#N. Drug 2: CC1CCC2CC(C(=CC=CC=CC(CC(C(=O)C(C(C(=CC(C(=O)CC(OC(=O)C3CCCCN3C(=O)C(=O)C1(O2)O)C(C)CC4CCC(C(C4)OC)O)C)C)O)OC)C)C)C)OC. Cell line: T-47D. Synergy scores: CSS=-5.63, Synergy_ZIP=2.69, Synergy_Bliss=-0.745, Synergy_Loewe=-6.91, Synergy_HSA=-7.68.